This data is from Full USPTO retrosynthesis dataset with 1.9M reactions from patents (1976-2016). The task is: Predict the reactants needed to synthesize the given product. (1) Given the product [S:1]([N:11]1[CH:15]=[CH:14][C:13]([N:16]2[CH:20]=[CH:19][CH:18]=[C:17]2[C:21]([C:23]2[CH:28]=[CH:27][C:26]([OH:29])=[CH:25][C:24]=2[O:37][CH3:38])=[O:22])=[C:12]1[C:39]([C:41]1[CH:46]=[CH:45][C:44]([OH:47])=[CH:43][C:42]=1[O:55][CH3:56])=[O:40])([C:4]1[CH:10]=[CH:9][C:7]([CH3:8])=[CH:6][CH:5]=1)(=[O:3])=[O:2], predict the reactants needed to synthesize it. The reactants are: [S:1]([N:11]1[CH:15]=[CH:14][C:13]([N:16]2[CH:20]=[CH:19][CH:18]=[C:17]2[C:21]([C:23]2[CH:28]=[CH:27][C:26]([O:29]CC3C=CC=CC=3)=[CH:25][C:24]=2[O:37][CH3:38])=[O:22])=[C:12]1[C:39]([C:41]1[CH:46]=[CH:45][C:44]([O:47]CC2C=CC=CC=2)=[CH:43][C:42]=1[O:55][CH3:56])=[O:40])([C:4]1[CH:10]=[CH:9][C:7]([CH3:8])=[CH:6][CH:5]=1)(=[O:3])=[O:2]. (2) Given the product [CH2:29]([O:31][C:32](=[O:35])[CH2:33][NH:34][C:21](=[O:23])[C:20]1[CH:19]=[CH:18][C:17]([S:14](=[O:16])(=[O:15])[NH:13][C:8]2[CH:9]=[CH:10][CH:11]=[CH:12][C:7]=2[O:6][C:5]2[CH:26]=[CH:27][C:2]([F:1])=[CH:3][CH:4]=2)=[CH:25][CH:24]=1)[CH3:30], predict the reactants needed to synthesize it. The reactants are: [F:1][C:2]1[CH:27]=[CH:26][C:5]([O:6][C:7]2[CH:12]=[CH:11][CH:10]=[CH:9][C:8]=2[NH:13][S:14]([C:17]2[CH:25]=[CH:24][C:20]([C:21]([OH:23])=O)=[CH:19][CH:18]=2)(=[O:16])=[O:15])=[CH:4][CH:3]=1.Cl.[CH2:29]([O:31][C:32](=[O:35])[CH2:33][NH2:34])[CH3:30]. (3) Given the product [CH3:1][O:2][C:3](=[O:28])[CH2:4][O:5][C:6]1[CH:15]=[CH:14][C:13]([F:16])=[C:12]2[C:7]=1[C:8]([O:27][CH:30]([F:32])[F:31])=[C:9]([CH2:19][C:20]1[CH:21]=[CH:22][C:23]([Br:26])=[CH:24][CH:25]=1)[C:10]([CH2:17][CH3:18])=[N:11]2, predict the reactants needed to synthesize it. The reactants are: [CH3:1][O:2][C:3](=[O:28])[CH2:4][O:5][C:6]1[CH:15]=[CH:14][C:13]([F:16])=[C:12]2[C:7]=1[C:8](=[O:27])[C:9]([CH2:19][C:20]1[CH:25]=[CH:24][C:23]([Br:26])=[CH:22][CH:21]=1)=[C:10]([CH2:17][CH3:18])[NH:11]2.Cl[C:30](OC(=O)C)([F:32])[F:31]. (4) The reactants are: [CH3:1][C:2]([S:7][C:8]1[S:12][C:11]([NH:13][C:14]([N:16]([C@H:25]2[CH2:30][CH2:29][C@H:28]([CH3:31])[CH2:27][CH2:26]2)[CH2:17][CH2:18][C:19]2[CH:24]=[CH:23][CH:22]=[CH:21][CH:20]=2)=[O:15])=[N:10][CH:9]=1)([CH3:6])[C:3]([OH:5])=[O:4].BrCCC1C=CC=[C:37]([O:41]C)C=1.C(OC(=O)C(SC1SC(N)=NC=1)(C)C)C. Given the product [CH3:37][O:41][C:21]1[CH:20]=[C:19]([CH2:18][CH2:17][N:16]([C@H:25]2[CH2:26][CH2:27][C@H:28]([CH3:31])[CH2:29][CH2:30]2)[C:14](=[O:15])[NH:13][C:11]2[S:12][C:8]([S:7][C:2]([CH3:1])([CH3:6])[C:3]([OH:5])=[O:4])=[CH:9][N:10]=2)[CH:24]=[CH:23][CH:22]=1, predict the reactants needed to synthesize it.